Dataset: Reaction yield outcomes from USPTO patents with 853,638 reactions. Task: Predict the reaction yield, written as a fraction of the theoretical maximum amount of product (1.0 means a 100% yield; for example, 0.34 means a 34% yield). The reactants are [F:1][C:2]1[C:3]([CH:8](C(OCC)=O)[C:9]([O:11][CH2:12][CH3:13])=[O:10])=[N:4][CH:5]=[CH:6][CH:7]=1.[Cl-].[Na+].O. The catalyst is CS(C)=O.CCOC(C)=O. The product is [F:1][C:2]1[C:3]([CH2:8][C:9]([O:11][CH2:12][CH3:13])=[O:10])=[N:4][CH:5]=[CH:6][CH:7]=1. The yield is 0.990.